This data is from Forward reaction prediction with 1.9M reactions from USPTO patents (1976-2016). The task is: Predict the product of the given reaction. (1) Given the reactants [Br:1][C:2]1[CH:3]=[C:4]([C:9](/[C:11](=[CH:17]/OCC)/[C:12]([O:14][CH2:15][CH3:16])=[O:13])=[O:10])[C:5]([Cl:8])=[N:6][CH:7]=1.[NH2:21][C@@H:22]([CH2:25][CH:26]([CH3:28])[CH3:27])[CH2:23][OH:24], predict the reaction product. The product is: [Br:1][C:2]1[CH:3]=[C:4]([C:9](/[C:11](=[CH:17]/[NH:21][C@@H:22]([CH2:25][CH:26]([CH3:28])[CH3:27])[CH2:23][OH:24])/[C:12]([O:14][CH2:15][CH3:16])=[O:13])=[O:10])[C:5]([Cl:8])=[N:6][CH:7]=1. (2) Given the reactants [OH:1][C:2]1[CH:11]=[C:10]2[C:5]([C:6]([O:12][C:13]3[CH:18]=[CH:17][C:16]([NH:19][C:20](=[O:27])[C:21]4[CH:26]=[CH:25][CH:24]=[CH:23][CH:22]=4)=[CH:15][CH:14]=3)=[CH:7][CH:8]=[N:9]2)=[CH:4][C:3]=1[O:28][CH3:29].[CH:30]1([O:36][C:37](=[O:50])[C@@H:38]([NH:42][C:43]([O:45][C:46]([CH3:49])([CH3:48])[CH3:47])=[O:44])[CH2:39][CH2:40]Br)[CH2:35][CH2:34][CH2:33][CH2:32][CH2:31]1.C([O-])([O-])=O.[K+].[K+], predict the reaction product. The product is: [CH:30]1([O:36][C:37](=[O:50])[C@@H:38]([NH:42][C:43]([O:45][C:46]([CH3:49])([CH3:48])[CH3:47])=[O:44])[CH2:39][CH2:40][O:1][C:2]2[CH:11]=[C:10]3[C:5]([C:6]([O:12][C:13]4[CH:14]=[CH:15][C:16]([NH:19][C:20](=[O:27])[C:21]5[CH:26]=[CH:25][CH:24]=[CH:23][CH:22]=5)=[CH:17][CH:18]=4)=[CH:7][CH:8]=[N:9]3)=[CH:4][C:3]=2[O:28][CH3:29])[CH2:31][CH2:32][CH2:33][CH2:34][CH2:35]1. (3) Given the reactants F[B-](F)(F)F.C([PH+](C(C)(C)C)C(C)(C)C)(C)(C)C.N#N.Br[C:22]1[CH:23]=[C:24]([NH:28][C:29](=[O:35])[O:30][C:31]([CH3:34])([CH3:33])[CH3:32])[CH:25]=[CH:26][CH:27]=1.[CH2:36]([OH:39])[CH:37]=[CH2:38].C1(N(C)C2CCCCC2)CCCCC1, predict the reaction product. The product is: [C:31]([O:30][C:29](=[O:35])[NH:28][C:24]1[CH:25]=[CH:26][CH:27]=[C:22]([CH2:38][CH2:37][CH:36]=[O:39])[CH:23]=1)([CH3:34])([CH3:33])[CH3:32]. (4) The product is: [C:7]([C:6]1[CH:15]=[C:34]([NH:35][C:30](=[O:33])[N:27]([CH2:1][C:3]2[CH:16]=[CH:15][C:6]([C:7]([NH:9][C:10]3[N:11]=[N:12][NH:13][N:14]=3)=[O:8])=[CH:5][CH:4]=2)[C:26]2[CH:25]=[CH:24][C:23]([CH:17]3[CH2:18][CH2:19][CH2:20][CH2:21][CH2:22]3)=[CH:29][CH:28]=2)[CH:3]=[CH:4][CH:5]=1)#[N:9]. Given the reactants [CH:1]([C:3]1[CH:16]=[CH:15][C:6]([C:7]([NH:9][C:10]2[N:11]=[N:12][NH:13][N:14]=2)=[O:8])=[CH:5][CH:4]=1)=O.[CH:17]1([C:23]2[CH:29]=[CH:28][C:26]([NH2:27])=[CH:25][CH:24]=2)[CH2:22][CH2:21][CH2:20][CH2:19][CH2:18]1.[C:30]([OH:33])(=O)C.[C:34]([BH3-])#[N:35].[Na+], predict the reaction product. (5) Given the reactants [F:1][C:2]([F:29])([F:28])[C:3]1[CH:27]=[CH:26][C:6]2[N:7]=[C:8]([N:10]3[CH2:15][CH2:14][N:13]([C:16]4[C:21]([C:22]([F:25])([F:24])[F:23])=[CH:20][CH:19]=[CH:18][N:17]=4)[CH2:12][CH2:11]3)[NH:9][C:5]=2[CH:4]=1.[H-].[Na+].[CH2:32](Br)[C:33]1[CH:38]=[CH:37][CH:36]=[CH:35][CH:34]=1, predict the reaction product. The product is: [CH2:32]([N:7]1[C:6]2[CH:26]=[CH:27][C:3]([C:2]([F:1])([F:28])[F:29])=[CH:4][C:5]=2[N:9]=[C:8]1[N:10]1[CH2:15][CH2:14][N:13]([C:16]2[C:21]([C:22]([F:23])([F:24])[F:25])=[CH:20][CH:19]=[CH:18][N:17]=2)[CH2:12][CH2:11]1)[C:33]1[CH:38]=[CH:37][CH:36]=[CH:35][CH:34]=1.